This data is from Catalyst prediction with 721,799 reactions and 888 catalyst types from USPTO. The task is: Predict which catalyst facilitates the given reaction. (1) Reactant: [CH2:1]([O:3][C:4](=[O:33])[CH2:5][C:6]1[CH:7]=[C:8]([C:14]2[CH:19]=[CH:18][C:17]([C:20]([F:23])([F:22])[F:21])=[CH:16][C:15]=2[CH2:24][N:25]([C:28]([CH:30]2[CH2:32][CH2:31]2)=[O:29])[CH2:26][CH3:27])[C:9]([O:12][CH3:13])=[CH:10][CH:11]=1)[CH3:2].[CH3:34][Si]([N-][Si](C)(C)C)(C)C.[Na+].IC. Product: [CH2:1]([O:3][C:4](=[O:33])[CH:5]([C:6]1[CH:7]=[C:8]([C:14]2[CH:19]=[CH:18][C:17]([C:20]([F:22])([F:23])[F:21])=[CH:16][C:15]=2[CH2:24][N:25]([C:28]([CH:30]2[CH2:32][CH2:31]2)=[O:29])[CH2:26][CH3:27])[C:9]([O:12][CH3:13])=[CH:10][CH:11]=1)[CH3:34])[CH3:2]. The catalyst class is: 1. (2) Reactant: [CH3:1][C:2]([CH3:7])([CH2:5][OH:6])[CH2:3][OH:4].N1C=CN=C1.[C:13]([Si:17]([CH3:20])([CH3:19])Cl)([CH3:16])([CH3:15])[CH3:14].O. Product: [C:13]([Si:17]([CH3:20])([CH3:19])[O:4][CH2:3][C:2]([CH3:7])([CH3:1])[CH2:5][OH:6])([CH3:16])([CH3:15])[CH3:14]. The catalyst class is: 4. (3) The catalyst class is: 31. Product: [Cl:13][C:14]1[CH:15]=[C:16]2[C:21](=[CH:22][C:23]=1[O:24][C:25]1[CH:33]=[CH:32][C:28]([C:29](=[O:30])[NH:10][CH2:9][CH:8]([C:5]3[CH:4]=[CH:3][C:2]([Cl:1])=[CH:7][CH:6]=3)[O:11][CH3:12])=[CH:27][CH:26]=1)[O:20][CH2:19][CH2:18][CH:17]2[C:34]([O:36][CH2:37][CH3:38])=[O:35]. Reactant: [Cl:1][C:2]1[CH:7]=[CH:6][C:5]([CH:8]([O:11][CH3:12])[CH2:9][NH2:10])=[CH:4][CH:3]=1.[Cl:13][C:14]1[CH:15]=[C:16]2[C:21](=[CH:22][C:23]=1[O:24][C:25]1[CH:33]=[CH:32][C:28]([C:29](O)=[O:30])=[CH:27][CH:26]=1)[O:20][CH2:19][CH2:18][CH:17]2[C:34]([O:36][CH2:37][CH3:38])=[O:35].N1C2C(=NC=CC=2)N(O)N=1.Cl.C(N=C=NCCCN(C)C)C. (4) Reactant: Br[CH2:2][C:3]1[CH:7]=[C:6]([C:8]([F:11])([F:10])[F:9])[N:5]([C:12]2[CH:17]=[CH:16][CH:15]=[CH:14][CH:13]=2)[N:4]=1.[C:18]([O:22][C:23]([N:25]1[C:33]2[C:28](=[CH:29][C:30]([OH:34])=[CH:31][CH:32]=2)[CH2:27][CH2:26]1)=[O:24])([CH3:21])([CH3:20])[CH3:19].C(=O)([O-])[O-].[K+].[K+]. Product: [C:18]([O:22][C:23]([N:25]1[C:33]2[C:28](=[CH:29][C:30]([O:34][CH2:2][C:3]3[CH:7]=[C:6]([C:8]([F:11])([F:10])[F:9])[N:5]([C:12]4[CH:17]=[CH:16][CH:15]=[CH:14][CH:13]=4)[N:4]=3)=[CH:31][CH:32]=2)[CH2:27][CH2:26]1)=[O:24])([CH3:21])([CH3:19])[CH3:20]. The catalyst class is: 3. (5) Reactant: [N+:1]([C:4]1[CH:25]=[CH:24][CH:23]=[CH:22][C:5]=1[CH2:6][CH2:7][NH:8][CH:9]1[CH2:14][CH2:13][N:12]([CH2:15][C:16]2[CH:21]=[CH:20][CH:19]=[CH:18][CH:17]=2)[CH2:11][CH2:10]1)([O-])=O.[H][H]. Product: [NH2:1][C:4]1[CH:25]=[CH:24][CH:23]=[CH:22][C:5]=1[CH2:6][CH2:7][NH:8][CH:9]1[CH2:14][CH2:13][N:12]([CH2:15][C:16]2[CH:21]=[CH:20][CH:19]=[CH:18][CH:17]=2)[CH2:11][CH2:10]1. The catalyst class is: 603. (6) Reactant: [Cl:1][C:2]1[C:10]2[C:5](=[CH:6][C:7]([C:11]([NH:13][CH:14]([C:24]3[CH:29]=[CH:28][CH:27]=[CH:26][C:25]=3[Cl:30])[CH2:15][O:16][CH2:17][CH:18]3[CH2:23][CH2:22][NH:21][CH2:20][CH2:19]3)=[O:12])=[CH:8][CH:9]=2)[NH:4][CH:3]=1.C(=O)([O-])[O-].[K+].[K+].[I-].[K+].Cl[CH2:40][CH2:41][OH:42]. Product: [Cl:1][C:2]1[C:10]2[C:5](=[CH:6][C:7]([C:11]([NH:13][CH:14]([C:24]3[CH:29]=[CH:28][CH:27]=[CH:26][C:25]=3[Cl:30])[CH2:15][O:16][CH2:17][CH:18]3[CH2:23][CH2:22][N:21]([CH2:40][CH2:41][OH:42])[CH2:20][CH2:19]3)=[O:12])=[CH:8][CH:9]=2)[NH:4][CH:3]=1. The catalyst class is: 88. (7) Reactant: [CH3:1][O:2][CH:3]([O:12][CH3:13])[C:4]1[C:9]([CH:10]=O)=[CH:8][CH:7]=[CH:6][N:5]=1.[CH2:14]([NH:21][CH3:22])[C:15]1[CH:20]=[CH:19][CH:18]=[CH:17][CH:16]=1.C(O[BH-](OC(=O)C)OC(=O)C)(=O)C.[Na+].[OH-].[Na+]. Product: [CH2:14]([N:21]([CH2:10][C:9]1[C:4]([CH:3]([O:12][CH3:13])[O:2][CH3:1])=[N:5][CH:6]=[CH:7][CH:8]=1)[CH3:22])[C:15]1[CH:20]=[CH:19][CH:18]=[CH:17][CH:16]=1. The catalyst class is: 701.